From a dataset of Forward reaction prediction with 1.9M reactions from USPTO patents (1976-2016). Predict the product of the given reaction. (1) Given the reactants [CH2:1]1[CH2:5][CH:4]([C:6]([OH:8])=[O:7])[CH:3]([C:9]([OH:11])=O)[CH2:2]1.C1C=NC2N(O)N=NC=2C=1.C(Cl)CCl.CN1CCOCC1.[C@H:33]1([NH2:43])[C:42]2[C:37](=[CH:38][CH:39]=[CH:40][CH:41]=2)[CH2:36][CH2:35][CH2:34]1, predict the reaction product. The product is: [C@H:33]1([NH:43][C:9]([C@H:3]2[CH2:2][CH2:1][CH2:5][C@@H:4]2[C:6]([OH:8])=[O:7])=[O:11])[C:42]2[C:37](=[CH:38][CH:39]=[CH:40][CH:41]=2)[CH2:36][CH2:35][CH2:34]1. (2) Given the reactants COC(=O)COC1C=C2C(=CC=1)NCC2.[CH2:16]([O:18][C:19](=[O:33])[C:20]([O:23][C:24]1[CH:25]=[C:26]2[C:30](=[CH:31][CH:32]=1)[NH:29][CH:28]=[CH:27]2)([CH3:22])[CH3:21])[CH3:17], predict the reaction product. The product is: [CH2:16]([O:18][C:19](=[O:33])[C:20]([O:23][C:24]1[CH:25]=[C:26]2[C:30](=[CH:31][CH:32]=1)[NH:29][CH2:28][CH2:27]2)([CH3:22])[CH3:21])[CH3:17]. (3) The product is: [Cl:22][C:6]1[C:5]2[C:10](=[CH:11][C:2]([F:1])=[CH:3][C:4]=2[O:13][CH:14]2[CH2:19][CH2:18][O:17][CH2:16][CH2:15]2)[N:9]=[CH:8][N:7]=1. Given the reactants [F:1][C:2]1[CH:11]=[C:10]2[C:5]([C:6](=O)[NH:7][CH:8]=[N:9]2)=[C:4]([O:13][CH:14]2[CH2:19][CH2:18][O:17][CH2:16][CH2:15]2)[CH:3]=1.P(Cl)(Cl)([Cl:22])=O.C(N(C(C)C)CC)(C)C, predict the reaction product. (4) Given the reactants O=[C:2]1[C:14]2[CH:13]=[CH:12][CH:11]=[C:10]([C:15]([OH:17])=[O:16])[C:9]=2[C:8]2[C:3]1=[CH:4][CH:5]=[CH:6][CH:7]=2.O=C1C2C=C(C(O)=O)C=CC=2C2C1=CC=CC=2.C(O)(C(F)(F)F)=O, predict the reaction product. The product is: [CH:13]1[C:14]2[CH2:2][C:3]3[C:8](=[CH:7][CH:6]=[CH:5][CH:4]=3)[C:9]=2[C:10]([C:15]([OH:17])=[O:16])=[CH:11][CH:12]=1. (5) Given the reactants [CH3:1][C:2]1([CH3:14])[C:6]([CH3:8])([CH3:7])[O:5][B:4]([C:9]2[CH:10]=[N:11][NH:12][CH:13]=2)[O:3]1.[C:15]([O:19][C:20]([N:22]1[CH2:27][CH2:26][CH:25](OS(C)(=O)=O)[CH2:24][CH2:23]1)=[O:21])([CH3:18])([CH3:17])[CH3:16].C(=O)([O-])[O-].[Cs+].[Cs+], predict the reaction product. The product is: [CH3:1][C:2]1([CH3:14])[C:6]([CH3:7])([CH3:8])[O:5][B:4]([C:9]2[CH:13]=[N:12][N:11]([CH:25]3[CH2:26][CH2:27][N:22]([C:20]([O:19][C:15]([CH3:18])([CH3:17])[CH3:16])=[O:21])[CH2:23][CH2:24]3)[CH:10]=2)[O:3]1. (6) Given the reactants Br[C:2]1[CH:11]=[C:10]2[C:5]([C:6](=[O:12])[CH2:7][CH2:8][O:9]2)=[CH:4][CH:3]=1.[CH3:13][C:14]1[CH:19]=[CH:18][CH:17]=[CH:16][C:15]=1B(O)O.C([O-])([O-])=O.[Na+].[Na+], predict the reaction product. The product is: [CH3:13][C:14]1[CH:19]=[CH:18][CH:17]=[CH:16][C:15]=1[C:2]1[CH:3]=[CH:4][C:5]2[C:6](=[O:12])[CH2:7][CH2:8][O:9][C:10]=2[CH:11]=1. (7) Given the reactants [C:1]1([P:7]([C:14]2[CH:19]=[CH:18][CH:17]=[CH:16][CH:15]=2)[C:8]2[CH:13]=[CH:12][CH:11]=[CH:10][CH:9]=2)[CH:6]=[CH:5][CH:4]=[CH:3][CH:2]=1.[Br:20][CH2:21][CH2:22][CH2:23][CH2:24][C:25]([NH:27][S:28]([CH3:31])(=[O:30])=[O:29])=[O:26].C(OCC)(=O)C.CC(C)=O.C(OCC)(=O)C, predict the reaction product. The product is: [Br-:20].[CH3:31][S:28]([NH:27][C:25](=[O:26])[CH2:24][CH2:23][CH2:22][CH2:21][P+:7]([C:1]1[CH:2]=[CH:3][CH:4]=[CH:5][CH:6]=1)([C:8]1[CH:13]=[CH:12][CH:11]=[CH:10][CH:9]=1)[C:14]1[CH:15]=[CH:16][CH:17]=[CH:18][CH:19]=1)(=[O:30])=[O:29]. (8) The product is: [F:1][C:2]1[CH:7]=[CH:6][C:5](/[CH:8]=[CH:9]\[CH:10]([S:17][CH:8](/[CH:9]=[CH:8]\[C:5]2[CH:6]=[CH:7][C:2]([F:1])=[CH:3][CH:4]=2)[C:5]2[CH:6]=[CH:7][CH:2]=[CH:3][CH:4]=2)[C:11]2[CH:16]=[CH:15][CH:14]=[CH:13][CH:12]=2)=[CH:4][CH:3]=1. Given the reactants [F:1][C:2]1[CH:7]=[CH:6][C:5]([C:8]#[CH:9])=[CH:4][CH:3]=1.[CH2:10]([SH:17])[C:11]1[CH:16]=[CH:15][CH:14]=[CH:13][CH:12]=1.[Na], predict the reaction product.